This data is from Full USPTO retrosynthesis dataset with 1.9M reactions from patents (1976-2016). The task is: Predict the reactants needed to synthesize the given product. Given the product [CH3:10][C:11]1[CH:16]=[CH:15][CH:14]=[CH:13][C:12]=1[S:17][C:28]1[CH:35]=[CH:34][C:31](/[CH:32]=[CH:53]/[C:49]([NH:50][CH2:54][CH2:55][CH2:56][N:57]2[CH2:24][CH2:23][CH2:20][C:21]2=[O:22])=[O:48])=[CH:30][C:29]=1[C:36]([F:39])([F:38])[F:37], predict the reactants needed to synthesize it. The reactants are: ClC1C=C(Cl)C=CC=1S.[CH3:10][C:11]1[CH:16]=[CH:15][CH:14]=[CH:13][C:12]=1[SH:17].ClC1C=C[CH:24]=[CH:23][C:20]=1[CH:21]=[O:22].F[C:28]1[CH:35]=[CH:34][C:31]([CH:32]=O)=[CH:30][C:29]=1[C:36]([F:39])([F:38])[F:37].NCCCCCCO.[O:48]=[C:49]1[CH2:53]CC[N:50]1[CH2:54][CH2:55][CH2:56][NH2:57].